Predict the reactants needed to synthesize the given product. From a dataset of Full USPTO retrosynthesis dataset with 1.9M reactions from patents (1976-2016). Given the product [C:8]([NH:7][C:5]1[S:6][C:2]([C:26]2[CH:27]=[CH:28][C:22]3[O:21][CH2:20][CH2:19][N:18]([C:16]([O:15][C:11]([CH3:13])([CH3:12])[CH3:14])=[O:17])[CH2:24][C:23]=3[CH:25]=2)=[CH:3][N:4]=1)(=[O:10])[CH3:9], predict the reactants needed to synthesize it. The reactants are: Br[C:2]1[S:6][C:5]([NH:7][C:8](=[O:10])[CH3:9])=[N:4][CH:3]=1.[C:11]([O:15][C:16]([N:18]1[CH2:24][C:23]2[CH:25]=[CH:26][CH:27]=[CH:28][C:22]=2[O:21][CH2:20][CH2:19]1)=[O:17])([CH3:14])([CH3:13])[CH3:12].C([O-])([O-])=O.[K+].[K+].